This data is from Forward reaction prediction with 1.9M reactions from USPTO patents (1976-2016). The task is: Predict the product of the given reaction. (1) Given the reactants [Br:1][C:2]1[CH:10]=[CH:9][CH:8]=[C:7]2[C:3]=1[C:4]1[CH:14]=[CH:13][CH:12]=[N:11][C:5]=1[NH:6]2.Br[C:16]1C=CC(C)=C(C=1)N, predict the reaction product. The product is: [Br:1][C:2]1[CH:10]=[CH:9][C:8]([CH3:16])=[C:7]2[C:3]=1[C:4]1[CH:14]=[CH:13][CH:12]=[N:11][C:5]=1[NH:6]2. (2) Given the reactants Cl.O1CCOCC1.[CH2:8]([O:15][C:16]1[CH:23]=[CH:22][C:19]([C:20]#[N:21])=[CH:18][C:17]=1[C:24]#[N:25])[C:9]1[CH:14]=[CH:13][CH:12]=[CH:11][CH:10]=1.C(N)(=[S:28])C, predict the reaction product. The product is: [CH2:8]([O:15][C:16]1[CH:23]=[CH:22][C:19]([C:20](=[S:28])[NH2:21])=[CH:18][C:17]=1[C:24]#[N:25])[C:9]1[CH:10]=[CH:11][CH:12]=[CH:13][CH:14]=1. (3) Given the reactants [CH3:1][C:2]1[N:3]=[N:4][N:5]([CH2:7][C:8]2[CH:13]=[C:12]([C:14]([F:17])([F:16])[F:15])[CH:11]=[CH:10][C:9]=2/[CH:18]=[CH:19]/[C:20]([OH:22])=O)[N:6]=1.[CH2:23]([S:25]([N:28]1[CH2:33][CH2:32][NH:31][CH2:30][CH2:29]1)(=[O:27])=[O:26])[CH3:24], predict the reaction product. The product is: [CH2:23]([S:25]([N:28]1[CH2:29][CH2:30][N:31]([C:20](=[O:22])/[CH:19]=[CH:18]/[C:9]2[CH:10]=[CH:11][C:12]([C:14]([F:15])([F:16])[F:17])=[CH:13][C:8]=2[CH2:7][N:5]2[N:4]=[N:3][C:2]([CH3:1])=[N:6]2)[CH2:32][CH2:33]1)(=[O:27])=[O:26])[CH3:24]. (4) Given the reactants [C:1]([C@@H:3]1[CH2:7][C:6]([F:9])([F:8])[CH2:5][N:4]1[C:10](=[O:20])[CH2:11][NH:12]C(=O)OC(C)(C)C)#[N:2].[F:21][C:22]([F:27])([F:26])[C:23]([OH:25])=[O:24], predict the reaction product. The product is: [F:21][C:22]([F:27])([F:26])[C:23]([OH:25])=[O:24].[NH2:12][CH2:11][C:10]([N:4]1[CH2:5][C:6]([F:8])([F:9])[CH2:7][C@H:3]1[C:1]#[N:2])=[O:20]. (5) The product is: [NH2:48][C:46](=[O:47])[CH2:45][NH:44][C:11]([C:10]1[CH:9]=[N:8][N:6]2[CH:7]=[C:2]([Br:1])[CH:3]=[N:4][C:5]=12)=[O:13]. Given the reactants [Br:1][C:2]1[CH:3]=[N:4][C:5]2[N:6]([N:8]=[CH:9][C:10]=2[C:11]([OH:13])=O)[CH:7]=1.C(N(CC)CC)C.CN(C(ON1N=NC2C=CC=CC1=2)=[N+](C)C)C.[B-](F)(F)(F)F.Cl.[NH2:44][CH2:45][C:46]([NH2:48])=[O:47], predict the reaction product. (6) Given the reactants [NH2:1][C:2]1[N:7]=[C:6]([N:8]2[C@H:13]([CH3:14])[CH2:12][CH2:11][C@H:10]([C:15]([NH:17][CH:18]3[CH2:23][CH2:22][CH:21]([CH2:24][CH3:25])[CH2:20][CH2:19]3)=[O:16])[CH2:9]2)[CH:5]=[C:4]([C:26]2[CH:31]=[CH:30][C:29]([C:32]#[N:33])=[C:28](F)[CH:27]=2)[N:3]=1.CCO.CCN(C(C)C)C(C)C.[NH2:47][NH2:48], predict the reaction product. The product is: [NH2:1][C:2]1[N:7]=[C:6]([N:8]2[C@H:13]([CH3:14])[CH2:12][CH2:11][C@H:10]([C:15]([NH:17][CH:18]3[CH2:23][CH2:22][CH:21]([CH2:24][CH3:25])[CH2:20][CH2:19]3)=[O:16])[CH2:9]2)[CH:5]=[C:4]([C:26]2[CH:27]=[C:28]3[C:29]([C:32]([NH2:33])=[N:47][NH:48]3)=[CH:30][CH:31]=2)[N:3]=1. (7) Given the reactants [Cl:1][C:2]1[CH:10]=[C:9]2[C:5](/[C:6](=[CH:12]/[C:13]3[CH:18]=[CH:17][CH:16]=[C:15]([Cl:19])[CH:14]=3)/[C:7](=[O:11])[NH:8]2)=[CH:4][C:3]=1[F:20].[C:21]([O:25][C:26](O[C:26]([O:25][C:21]([CH3:24])([CH3:23])[CH3:22])=[O:27])=[O:27])([CH3:24])([CH3:23])[CH3:22].C(N(CC)CC)C, predict the reaction product. The product is: [C:21]([O:25][C:26]([N:8]1[C:9]2[C:5](=[CH:4][C:3]([F:20])=[C:2]([Cl:1])[CH:10]=2)/[C:6](=[CH:12]/[C:13]2[CH:18]=[CH:17][CH:16]=[C:15]([Cl:19])[CH:14]=2)/[C:7]1=[O:11])=[O:27])([CH3:24])([CH3:23])[CH3:22]. (8) Given the reactants [S:1]([C:17]1[CH:18]=[C:19]([NH:27][C:28](=[O:30])[CH3:29])[C:20]([CH2:25][CH3:26])=[CH:21][C:22]=1[CH2:23][CH3:24])[S:1][C:17]1[CH:18]=[C:19]([NH:27][C:28](=[O:30])[CH3:29])[C:20]([CH2:25][CH3:26])=[CH:21][C:22]=1[CH2:23][CH3:24].S(S([O-])=O)([O-])=O.[Na+].[Na+].C(=O)([O-])[O-].[K+].[K+].P([O-])([O-])(O)=O.[Na+].[Na+].[F:52][C:53]([F:57])([F:56])[CH2:54]I, predict the reaction product. The product is: [CH2:25]([C:20]1[CH:21]=[C:22]([CH2:23][CH3:24])[C:17]([S:1][CH2:54][C:53]([F:57])([F:56])[F:52])=[CH:18][C:19]=1[NH:27][C:28](=[O:30])[CH3:29])[CH3:26]. (9) Given the reactants C([O:3][C:4](=[O:32])[CH2:5][NH:6][C:7]1[N:8]=[C:9]([C:25]2[CH:30]=[CH:29][CH:28]=[CH:27][C:26]=2[Cl:31])[C:10]2[CH:16]=[CH:15][C:14](=[O:17])[N:13]([C:18]3[CH:23]=[CH:22][CH:21]=[CH:20][C:19]=3[Cl:24])[C:11]=2[N:12]=1)C.[Li+].[OH-:34].[ClH:35].[OH2:36], predict the reaction product. The product is: [Cl:31][C:26]1[CH:27]=[CH:28][CH:29]=[CH:30][C:25]=1[C:9]1[C:10]2[CH:16]=[N:15][C:14](=[O:17])[CH:13]([C:19]3[CH:18]=[CH:23][CH:22]=[CH:21][C:20]=3[Cl:35])[C:11]=2[N:12]=[C:11]([NH:13][CH2:14][C:15]([OH:36])=[O:34])[CH:10]=1.[Cl:31][C:26]1[CH:27]=[CH:28][CH:29]=[CH:30][C:25]=1[C:9]1[C:10]2[CH:16]=[CH:15][C:14](=[O:17])[N:13]([C:18]3[CH:23]=[CH:22][CH:21]=[CH:20][C:19]=3[Cl:24])[C:11]=2[N:12]=[C:7]([NH:6][CH2:5][C:4]([OH:32])=[O:3])[N:8]=1.